Dataset: Reaction yield outcomes from USPTO patents with 853,638 reactions. Task: Predict the reaction yield, written as a fraction of the theoretical maximum amount of product (1.0 means a 100% yield; for example, 0.34 means a 34% yield). The reactants are I[C:2]1[CH:3]=[C:4]([OH:8])[CH:5]=[CH:6][CH:7]=1.[C:9]([C:13]1[CH:18]=[CH:17][C:16]([SH:19])=[CH:15][CH:14]=1)([CH3:12])([CH3:11])[CH3:10].C([O-])([O-])=O.[K+].[K+].C(O)CO. The catalyst is [Cu]I.CC(O)C. The product is [C:9]([C:13]1[CH:14]=[CH:15][C:16]([S:19][C:2]2[CH:3]=[C:4]([OH:8])[CH:5]=[CH:6][CH:7]=2)=[CH:17][CH:18]=1)([CH3:12])([CH3:10])[CH3:11]. The yield is 0.900.